Predict the product of the given reaction. From a dataset of Forward reaction prediction with 1.9M reactions from USPTO patents (1976-2016). (1) Given the reactants C1(C2N=C(C3C4CCCCC=4SC=3NC(N3[CH2:21][CH2:20][CH2:19][C@@H:18]3[C:22]([OH:24])=O)=O)ON=2)CC1.[F:29][C:30]([F:40])([F:39])[C:31]1[N:32]=[C:33]([CH2:36][C:37]#[N:38])[S:34][CH:35]=1.O1CCC(=O)CC1, predict the reaction product. The product is: [O:24]1[CH2:21][CH2:20][C:19](=[C:36]([C:33]2[S:34][CH:35]=[C:31]([C:30]([F:29])([F:39])[F:40])[N:32]=2)[C:37]#[N:38])[CH2:18][CH2:22]1. (2) Given the reactants Br[C:2]1[CH:3]=[CH:4][C:5]([C:13]([OH:15])=[O:14])=[N:6][C:7]=1[O:8][CH2:9][CH:10]1[CH2:12][CH2:11]1.[CH3:16][CH:17]1[CH2:21][CH2:20][CH2:19][NH:18]1.C1(P(C2C=CC=CC=2)C2C=CC3C(=CC=CC=3)C=2C2C3C(=CC=CC=3)C=CC=2P(C2C=CC=CC=2)C2C=CC=CC=2)C=CC=CC=1.C(=O)([O-])[O-].[Cs+].[Cs+], predict the reaction product. The product is: [CH:10]1([CH2:9][O:8][C:7]2[N:6]=[C:5]([C:13]([OH:15])=[O:14])[CH:4]=[CH:3][C:2]=2[N:18]2[CH2:19][CH2:20][CH2:21][CH:17]2[CH3:16])[CH2:12][CH2:11]1.